Dataset: Forward reaction prediction with 1.9M reactions from USPTO patents (1976-2016). Task: Predict the product of the given reaction. Given the reactants Cl.[CH3:2][O:3][C:4]1[CH:5]=[C:6]2[C:11](=[C:12]3[CH2:16][C:15]([CH3:18])([CH3:17])[O:14][C:13]=13)[C:10]([C:19]1[CH:20]=[C:21]([CH:25]=[CH:26][CH:27]=1)[C:22](O)=[O:23])=[N:9][C:8]([CH3:29])([CH3:28])[CH2:7]2.C(N(C(C)C)C(C)C)C.[NH2:39][CH:40]1[CH2:44][CH2:43][NH:42][C:41]1=[O:45], predict the reaction product. The product is: [O:45]=[C:41]1[CH:40]([NH:39][C:22](=[O:23])[C:21]2[CH:25]=[CH:26][CH:27]=[C:19]([C:10]3[C:11]4[C:6](=[CH:5][C:4]([O:3][CH3:2])=[C:13]5[O:14][C:15]([CH3:17])([CH3:18])[CH2:16][C:12]5=4)[CH2:7][C:8]([CH3:28])([CH3:29])[N:9]=3)[CH:20]=2)[CH2:44][CH2:43][NH:42]1.